From a dataset of Full USPTO retrosynthesis dataset with 1.9M reactions from patents (1976-2016). Predict the reactants needed to synthesize the given product. (1) Given the product [O:25]=[S:22]1(=[O:26])[CH2:23][CH2:24][CH:20]([CH2:19][NH:18][C:15]([C:12]2[CH:11]=[C:10]([CH2:9][O:8][CH2:1][C:2]3[CH:3]=[CH:4][CH:5]=[CH:6][CH:7]=3)[O:14][N:13]=2)=[O:17])[CH2:21]1, predict the reactants needed to synthesize it. The reactants are: [CH2:1]([O:8][CH2:9][C:10]1[O:14][N:13]=[C:12]([C:15]([OH:17])=O)[CH:11]=1)[C:2]1[CH:7]=[CH:6][CH:5]=[CH:4][CH:3]=1.[NH2:18][CH2:19][CH:20]1[CH2:24][CH2:23][S:22](=[O:26])(=[O:25])[CH2:21]1.ON1C2C=CC=CC=2N=N1.Cl.C(N=C=NCCCN(C)C)C.Cl. (2) Given the product [Cl:13][C:12]1[C:3]2[CH2:2][N:27]([CH:25]([C:22]3[CH:23]=[N:24][C:19]([O:18][CH2:17][C:16]([F:32])([F:15])[C:28]([F:29])([F:30])[F:31])=[CH:20][CH:21]=3)[CH3:26])[C:5](=[O:7])[C:4]=2[CH:9]=[CH:10][N:11]=1, predict the reactants needed to synthesize it. The reactants are: Br[CH2:2][C:3]1[C:12]([Cl:13])=[N:11][CH:10]=[CH:9][C:4]=1[C:5]([O:7]C)=O.Cl.[F:15][C:16]([F:32])([C:28]([F:31])([F:30])[F:29])[CH2:17][O:18][C:19]1[N:24]=[CH:23][C:22]([CH:25]([NH2:27])[CH3:26])=[CH:21][CH:20]=1. (3) Given the product [NH2:3][CH2:12][CH:13]([C:18]1[CH:22]=[CH:21][S:20][CH:19]=1)[C:14]([OH:16])=[O:15], predict the reactants needed to synthesize it. The reactants are: O=C1C2C(=CC=CC=2)C(=O)[N:3]1[CH2:12][CH:13]([C:18]1[CH:22]=[CH:21][S:20][CH:19]=1)[C:14]([O:16]C)=[O:15].Cl. (4) Given the product [C:23]([Si:20]([CH3:22])([CH3:21])[O:31][CH2:30][C:2]1[CH:7]=[CH:6][C:5]([CH:8]=[CH:9][C:10](=[O:12])[CH3:11])=[CH:4][C:3]=1[O:13][CH3:14])([CH3:26])([CH3:25])[CH3:24], predict the reactants needed to synthesize it. The reactants are: O[C:2]1[CH:7]=[CH:6][C:5]([CH:8]=[CH:9][C:10](=[O:12])[CH3:11])=[CH:4][C:3]=1[O:13][CH3:14].N1C=CN=C1.[Si:20](Cl)([C:23]([CH3:26])([CH3:25])[CH3:24])([CH3:22])[CH3:21].CN(C)[CH:30]=[O:31]. (5) Given the product [N:7]1[CH:8]=[CH:9][C:4]([CH2:3][CH2:2][NH:1][C:30](=[O:31])[CH:29]=[CH:28][C:25]2[CH:26]=[CH:27][C:22]([N:21]([CH2:20][C:19]3[CH:45]=[CH:46][CH:47]=[C:17]([O:16][CH:11]4[CH2:12][CH2:13][CH2:14][CH2:15][O:10]4)[CH:18]=3)[S:33]([C:36]3[C:41]([CH3:42])=[CH:40][C:39]([CH3:43])=[CH:38][C:37]=3[CH3:44])(=[O:35])=[O:34])=[CH:23][CH:24]=2)=[CH:5][CH:6]=1, predict the reactants needed to synthesize it. The reactants are: [NH2:1][CH2:2][CH2:3][C:4]1[CH:9]=[CH:8][N:7]=[CH:6][CH:5]=1.[O:10]1[CH2:15][CH2:14][CH2:13][CH2:12][CH:11]1[O:16][C:17]1[CH:18]=[C:19]([CH:45]=[CH:46][CH:47]=1)[CH2:20][N:21]([S:33]([C:36]1[C:41]([CH3:42])=[CH:40][C:39]([CH3:43])=[CH:38][C:37]=1[CH3:44])(=[O:35])=[O:34])[C:22]1[CH:27]=[CH:26][C:25]([CH:28]=[CH:29][C:30](O)=[O:31])=[CH:24][CH:23]=1.C(N(CC)CC)C.CCCP1(OP(CCC)(=O)OP(CCC)(=O)O1)=O.C(=O)(O)[O-].[Na+]. (6) Given the product [O:40]=[C:39]1[N:34]([CH2:33][CH2:32][N:5]2[C:1](=[O:11])[C:2]3[C:3](=[CH:7][CH:8]=[CH:9][CH:10]=3)[C:4]2=[O:6])[N:35]=[C:36]([C:41]2[CH:46]=[CH:45][CH:44]=[CH:43][CH:42]=2)[CH:37]=[CH:38]1, predict the reactants needed to synthesize it. The reactants are: [C:1]1(=[O:11])[NH:5][C:4](=[O:6])[C:3]2=[CH:7][CH:8]=[CH:9][CH:10]=[C:2]12.C1C=CC(P(C2C=CC=CC=2)C2C=CC=CC=2)=CC=1.O[CH2:32][CH2:33][N:34]1[C:39](=[O:40])[CH:38]=[CH:37][C:36]([C:41]2[CH:46]=[CH:45][CH:44]=[CH:43][CH:42]=2)=[N:35]1.N(C(OC(C)C)=O)=NC(OC(C)C)=O.